Dataset: Full USPTO retrosynthesis dataset with 1.9M reactions from patents (1976-2016). Task: Predict the reactants needed to synthesize the given product. (1) Given the product [CH2:35]([C:30]1[CH:29]=[CH:18][C:17]([CH2:16][S:15][C:7]2[CH:6]=[C:5]([O:4][CH2:3][O:2][CH3:1])[C:10](=[O:11])[N:9]([CH2:12][O:13][CH3:14])[CH:8]=2)=[CH:32][CH:31]=1)[CH3:34], predict the reactants needed to synthesize it. The reactants are: [CH3:1][O:2][CH2:3][O:4][C:5]1[C:10](=[O:11])[N:9]([CH2:12][O:13][CH3:14])[CH:8]=[C:7]([S:15][CH2:16][CH2:17][C:18](OC)=O)[CH:6]=1.CC(C)([O-])C.[K+].Cl[CH2:29][C:30]1[CH:35]=[CH:34]C(CC)=[CH:32][CH:31]=1. (2) The reactants are: [C:1]1([N:7]2[C:11]([C:12]3[CH:17]=[CH:16][CH:15]=[CH:14][CH:13]=3)=[CH:10][CH:9]=[C:8]2[C:18]2[CH:19]=[C:20]3[C:25](=[CH:26][CH:27]=2)[CH:24]=[C:23]([O:28][CH2:29][C:30]([O:32]C)=[O:31])[CH:22]=[CH:21]3)[CH:6]=[CH:5][CH:4]=[CH:3][CH:2]=1.[OH-].[Na+].C1COCC1.CO. Given the product [C:1]1([N:7]2[C:11]([C:12]3[CH:13]=[CH:14][CH:15]=[CH:16][CH:17]=3)=[CH:10][CH:9]=[C:8]2[C:18]2[CH:19]=[C:20]3[C:25](=[CH:26][CH:27]=2)[CH:24]=[C:23]([O:28][CH2:29][C:30]([OH:32])=[O:31])[CH:22]=[CH:21]3)[CH:6]=[CH:5][CH:4]=[CH:3][CH:2]=1, predict the reactants needed to synthesize it. (3) The reactants are: [Cl:1][C:2]1[S:3][C:4]([Cl:12])=[CH:5][C:6]=1[CH2:7]SC(=O)C.[Br:13]CC1C=C(F)C=C(Cl)C=1. Given the product [Br:13][CH2:7][C:6]1[CH:5]=[C:4]([Cl:12])[S:3][C:2]=1[Cl:1], predict the reactants needed to synthesize it. (4) Given the product [O:22]=[C:20]([N:52]1[CH2:53][CH2:54][N:49]([C:46]2[CH:47]=[CH:48][N:43]=[CH:44][CH:45]=2)[CH2:50][CH2:51]1)[CH:19]([N:18]1[C:17]2[CH:29]=[CH:30][CH:31]=[CH:32][C:16]=2[NH:15][C:14]1=[O:13])[C:23]1[CH:24]=[CH:25][CH:26]=[CH:27][CH:28]=1, predict the reactants needed to synthesize it. The reactants are: CCN=C=NCCCN(C)C.Cl.[O:13]=[C:14]1[N:18]([CH:19]([C:23]2[CH:28]=[CH:27][CH:26]=[CH:25][CH:24]=2)[C:20]([OH:22])=O)[C:17]2[CH:29]=[CH:30][CH:31]=[CH:32][C:16]=2[NH:15]1.C1C=CC2N(O)N=NC=2C=1.[N:43]1[CH:48]=[CH:47][C:46]([N:49]2[CH2:54][CH2:53][NH:52][CH2:51][CH2:50]2)=[CH:45][CH:44]=1.C(N(C(C)C)C(C)C)C.C(=O)([O-])[O-].[K+].[K+]. (5) Given the product [Br:26][C:27]1[CH:32]=[CH:31][C:30]([C:12]2([C:9]3[CH:10]=[CH:11][C:6]([Cl:5])=[CH:7][CH:8]=3)[CH2:17][CH2:16][N:15]([C:18]([O:20][C:21]([CH3:24])([CH3:23])[CH3:22])=[O:19])[CH2:14][CH2:13]2)=[CH:29][CH:28]=1, predict the reactants needed to synthesize it. The reactants are: [Cl-].[Cl-].[Cl-].[Al+3].[Cl:5][C:6]1[CH:11]=[CH:10][C:9]([C:12]2(O)[CH2:17][CH2:16][N:15]([C:18]([O:20][C:21]([CH3:24])([CH3:23])[CH3:22])=[O:19])[CH2:14][CH2:13]2)=[CH:8][CH:7]=1.[Br:26][C:27]1[CH:32]=[CH:31][CH:30]=[CH:29][CH:28]=1.C(OC(OC(OC(C)(C)C)=O)=O)(C)(C)C. (6) Given the product [CH3:43][N:44]([CH3:45])[CH2:27][CH2:26][C:22]1[CH:21]=[C:20]([NH:19][C:16]2[N:15]=[C:14]3[N:9]([C:5]4[CH:4]=[C:3]([CH:8]=[CH:7][CH:6]=4)[C:1]#[N:2])[C:10](=[O:42])[N:11]([C:34]4[CH:39]=[CH:38][C:37]([O:40][CH3:41])=[CH:36][CH:35]=4)[CH:12]([CH3:33])[C:13]3=[CH:18][N:17]=2)[CH:25]=[CH:24][CH:23]=1, predict the reactants needed to synthesize it. The reactants are: [C:1]([C:3]1[CH:4]=[C:5]([N:9]2[C:14]3[N:15]=[C:16]([NH:19][C:20]4[CH:21]=[C:22]([CH2:26][CH2:27]OS(C)(=O)=O)[CH:23]=[CH:24][CH:25]=4)[N:17]=[CH:18][C:13]=3[CH:12]([CH3:33])[N:11]([C:34]3[CH:39]=[CH:38][C:37]([O:40][CH3:41])=[CH:36][CH:35]=3)[C:10]2=[O:42])[CH:6]=[CH:7][CH:8]=1)#[N:2].[CH3:43][NH:44][CH3:45]. (7) Given the product [C:1]([O:5][C:6]([N:8]1[CH2:9][C@@H:10]([CH2:23][N:24]([CH:25]([CH3:26])[CH3:27])[C:34](=[O:35])[C:33]2[CH:37]=[CH:38][C:30]([O:29][CH3:28])=[C:31]([O:39][CH2:40][CH2:41][CH:42]3[CH2:46][CH2:45][CH2:44][O:43]3)[CH:32]=2)[C@H:11]([NH2:13])[CH2:12]1)=[O:7])([CH3:2])([CH3:3])[CH3:4], predict the reactants needed to synthesize it. The reactants are: [C:1]([O:5][C:6]([N:8]1[CH2:12][C@@H:11]([NH:13]C(OCC[Si](C)(C)C)=O)[C@H:10]([CH2:23][NH:24][CH:25]([CH3:27])[CH3:26])[CH2:9]1)=[O:7])([CH3:4])([CH3:3])[CH3:2].[CH3:28][O:29][C:30]1[CH:38]=[CH:37][C:33]([C:34](O)=[O:35])=[CH:32][C:31]=1[O:39][CH2:40][CH2:41][CH:42]1[CH2:46][CH2:45][CH2:44][O:43]1.CCCCCC.CCOC(C)=O.CC#N.O. (8) Given the product [CH2:41]([C:38]1([C:35]2[CH:34]=[CH:33][C:32]([CH2:31][CH:20]([NH:21][S:22]([C:25]3[CH:30]=[CH:29][N:28]=[CH:27][CH:26]=3)(=[O:23])=[O:24])[C:16]3[N:15]=[C:14]([NH:13][CH2:45][C:46]([OH:48])=[O:47])[CH:19]=[CH:18][CH:17]=3)=[CH:37][CH:36]=2)[CH2:40][CH2:39]1)[CH2:42][CH2:43][CH3:44], predict the reactants needed to synthesize it. The reactants are: O1CCCC1.C(OC([N:13]([CH2:45][C:46]([O:48]C(C)(C)C)=[O:47])[C:14]1[CH:19]=[CH:18][CH:17]=[C:16]([CH:20]([CH2:31][C:32]2[CH:37]=[CH:36][C:35]([C:38]3([CH2:41][CH2:42][CH2:43][CH3:44])[CH2:40][CH2:39]3)=[CH:34][CH:33]=2)[NH:21][S:22]([C:25]2[CH:30]=[CH:29][N:28]=[CH:27][CH:26]=2)(=[O:24])=[O:23])[N:15]=1)=O)(C)(C)C.Cl. (9) Given the product [F:1][C:2]1[CH:3]=[C:4]([C@@H:9]2[CH2:13][N:12]([CH2:14][CH2:15][O:16][CH3:17])[CH2:11][C@H:10]2[NH:18][C:19](=[O:37])[NH:20][C:21]2[N:25]([CH3:26])[N:24]=[C:23]([C:27]3[CH:28]=[CH:29][C:30]([C:31]([O-:33])=[O:32])=[CH:35][CH:36]=3)[CH:22]=2)[CH:5]=[CH:6][C:7]=1[F:8].[Li+:45], predict the reactants needed to synthesize it. The reactants are: [F:1][C:2]1[CH:3]=[C:4]([C@@H:9]2[CH2:13][N:12]([CH2:14][CH2:15][O:16][CH3:17])[CH2:11][C@H:10]2[NH:18][C:19](=[O:37])[NH:20][C:21]2[N:25]([CH3:26])[N:24]=[C:23]([C:27]3[CH:36]=[CH:35][C:30]([C:31]([O:33]C)=[O:32])=[CH:29][CH:28]=3)[CH:22]=2)[CH:5]=[CH:6][C:7]=1[F:8].C1COCC1.CO.[Li+:45].[OH-]. (10) The reactants are: [C:1]([NH:4][C:5]1[CH:6]=[C:7]([C:11]2[N:16]=[C:15](Br)[CH:14]=[C:13]([N:18]3[CH2:23][CH2:22][O:21][CH2:20][CH2:19]3)[N:12]=2)[CH:8]=[CH:9][CH:10]=1)(=[O:3])[CH3:2].[CH3:24][O:25][C:26]1[N:31]=[CH:30][C:29](B(O)O)=[CH:28][N:27]=1.C(=O)(O)[O-].[Na+]. Given the product [C:1]([NH:4][C:5]1[CH:6]=[C:7]([C:11]2[N:16]=[C:15]([C:29]3[CH:28]=[N:27][C:26]([O:25][CH3:24])=[N:31][CH:30]=3)[CH:14]=[C:13]([N:18]3[CH2:23][CH2:22][O:21][CH2:20][CH2:19]3)[N:12]=2)[CH:8]=[CH:9][CH:10]=1)(=[O:3])[CH3:2], predict the reactants needed to synthesize it.